Dataset: Full USPTO retrosynthesis dataset with 1.9M reactions from patents (1976-2016). Task: Predict the reactants needed to synthesize the given product. (1) Given the product [CH2:13]([O:12][C:3]1[CH:4]=[C:5]([CH:10]=[CH:11][C:2]=1[C:23]1[CH:24]=[N:25][NH:26][CH:27]=1)[C:6]([O:8][CH3:9])=[O:7])[CH3:14], predict the reactants needed to synthesize it. The reactants are: Br[C:2]1[CH:11]=[CH:10][C:5]([C:6]([O:8][CH3:9])=[O:7])=[CH:4][C:3]=1[O:12][CH2:13][CH3:14].CC1(C)C(C)(C)OB([C:23]2[CH:24]=[N:25][N:26](C(OC(C)(C)C)=O)[CH:27]=2)O1.[O-]P([O-])([O-])=O.[K+].[K+].[K+]. (2) Given the product [Cl:1][C:2]1[CH:12]=[CH:11][CH:10]=[C:9]([Si:13]([CH3:16])([CH3:15])[CH3:14])[C:3]=1[C:4]([NH:6][C:7]([NH:20][CH:17]([CH3:19])[CH3:18])=[O:8])=[O:5], predict the reactants needed to synthesize it. The reactants are: [Cl:1][C:2]1[CH:12]=[CH:11][CH:10]=[C:9]([Si:13]([CH3:16])([CH3:15])[CH3:14])[C:3]=1[C:4]([N:6]=[C:7]=[O:8])=[O:5].[CH:17]([NH2:20])([CH3:19])[CH3:18].